Dataset: Full USPTO retrosynthesis dataset with 1.9M reactions from patents (1976-2016). Task: Predict the reactants needed to synthesize the given product. (1) Given the product [CH3:1][C:2]1([CH3:16])[CH2:7][C:6]([O:8][S:25]([C:28]([F:31])([F:30])[F:29])(=[O:27])=[O:26])=[CH:5][CH2:4][N:3]1[C:9]([O:11][C:12]([CH3:15])([CH3:14])[CH3:13])=[O:10], predict the reactants needed to synthesize it. The reactants are: [CH3:1][C:2]1([CH3:16])[CH2:7][C:6](=[O:8])[CH2:5][CH2:4][N:3]1[C:9]([O:11][C:12]([CH3:15])([CH3:14])[CH3:13])=[O:10].[Na].C1C=CC(N[S:25]([C:28]([F:31])([F:30])[F:29])(=[O:27])=[O:26])=CC=1. (2) Given the product [CH:12]([N:15]1[CH2:20][CH2:19][CH:18]([N:21]([CH2:2][CH2:3][CH2:4][O:5][CH:6]2[CH2:11][CH2:10][CH2:9][CH2:8][O:7]2)[S:22]([CH2:25][CH2:26][NH:27][C:28]([C:30]2[S:31][C:32]([Cl:35])=[CH:33][CH:34]=2)=[O:29])(=[O:23])=[O:24])[CH2:17][CH2:16]1)([CH3:14])[CH3:13].[CH:6]([O-:7])=[O:5], predict the reactants needed to synthesize it. The reactants are: Cl[CH2:2][CH2:3][CH2:4][O:5][CH:6]1[CH2:11][CH2:10][CH2:9][CH2:8][O:7]1.[CH:12]([N:15]1[CH2:20][CH2:19][CH:18]([NH:21][S:22]([CH2:25][CH2:26][NH:27][C:28]([C:30]2[S:31][C:32]([Cl:35])=[CH:33][CH:34]=2)=[O:29])(=[O:24])=[O:23])[CH2:17][CH2:16]1)([CH3:14])[CH3:13]. (3) Given the product [CH2:27]([O:26][C:24](=[O:25])[NH:10][O:9][CH2:2][C:3]1[CH:8]=[CH:7][CH:6]=[CH:5][CH:4]=1)[C:28]1[CH:33]=[CH:32][CH:31]=[CH:30][CH:29]=1, predict the reactants needed to synthesize it. The reactants are: Cl.[CH2:2]([O:9][NH2:10])[C:3]1[CH:8]=[CH:7][CH:6]=[CH:5][CH:4]=1.CCN(C(C)C)C(C)C.C(Cl)Cl.Cl[C:24]([O:26][CH2:27][C:28]1[CH:33]=[CH:32][CH:31]=[CH:30][CH:29]=1)=[O:25].